Task: Predict which catalyst facilitates the given reaction.. Dataset: Catalyst prediction with 721,799 reactions and 888 catalyst types from USPTO (1) Reactant: C1(O[C:8](=[O:34])[NH:9][C:10]2[CH:11]=[N:12][C:13]([CH3:33])=[C:14]([C:16]#[C:17][C:18]3[CH:19]=[N:20][C:21]([NH:24][CH2:25][CH2:26][N:27]4[CH2:32][CH2:31][O:30][CH2:29][CH2:28]4)=[N:22][CH:23]=3)[CH:15]=2)C=CC=CC=1.[N:35]1([C:41]2[CH:42]=[C:43]([CH:46]=[CH:47][CH:48]=2)[CH2:44][NH2:45])[CH2:40][CH2:39][O:38][CH2:37][CH2:36]1. Product: [CH3:33][C:13]1[N:12]=[CH:11][C:10]([NH:9][C:8]([NH:45][CH2:44][C:43]2[CH:46]=[CH:47][CH:48]=[C:41]([N:35]3[CH2:40][CH2:39][O:38][CH2:37][CH2:36]3)[CH:42]=2)=[O:34])=[CH:15][C:14]=1[C:16]#[C:17][C:18]1[CH:23]=[N:22][C:21]([NH:24][CH2:25][CH2:26][N:27]2[CH2:28][CH2:29][O:30][CH2:31][CH2:32]2)=[N:20][CH:19]=1. The catalyst class is: 12. (2) Reactant: [NH:1]1[C@H:5]([C:6]([O:8][CH3:9])=[O:7])[CH2:4][CH2:3][C:2]1=[O:10].C[Si]([N-][Si](C)(C)C)(C)C.[Li+].Cl[C:22]([O:24][CH3:25])=[O:23]. Product: [O:10]=[C:2]1[N:1]([C:22]([O:24][CH3:25])=[O:23])[C@H:5]([C:6]([O:8][CH3:9])=[O:7])[CH2:4][CH2:3]1. The catalyst class is: 7. (3) Product: [CH2:1]([N:8]=[C:9]([Cl:17])[C:11]1[S:12][CH:13]=[CH:14][CH:15]=1)[C:2]1[CH:7]=[CH:6][CH:5]=[CH:4][CH:3]=1. The catalyst class is: 2. Reactant: [CH2:1]([NH:8][C:9]([C:11]1[S:12][CH:13]=[CH:14][CH:15]=1)=O)[C:2]1[CH:7]=[CH:6][CH:5]=[CH:4][CH:3]=1.P(Cl)(Cl)(Cl)(Cl)[Cl:17]. (4) Reactant: [Br:1][C:2]1[C:7]([OH:8])=[CH:6][CH:5]=[C:4]([I:9])[N:3]=1.[C:10](=O)([O-])[O-].[Cs+].[Cs+].CI.O. Product: [Br:1][C:2]1[C:7]([O:8][CH3:10])=[CH:6][CH:5]=[C:4]([I:9])[N:3]=1. The catalyst class is: 42. (5) Reactant: Cl.[C:2]([C:6]1[CH:17]=[CH:16][CH:15]=[CH:14][C:7]=1[O:8][CH:9]1[CH2:13][CH2:12][NH:11][CH2:10]1)([CH3:5])([CH3:4])[CH3:3].Cl.[N:19]1[CH:24]=[CH:23][CH:22]=[CH:21][C:20]=1[C:25](Cl)=[O:26]. Product: [C:2]([C:6]1[CH:17]=[CH:16][CH:15]=[CH:14][C:7]=1[O:8][CH:9]1[CH2:13][CH2:12][N:11]([C:25]([C:20]2[CH:21]=[CH:22][CH:23]=[CH:24][N:19]=2)=[O:26])[CH2:10]1)([CH3:5])([CH3:3])[CH3:4]. The catalyst class is: 17. (6) Reactant: [CH3:1][O:2][C:3]1[CH:4]=[CH:5][CH:6]=[C:7]2[C:20]=1[C:19]1[C:10](=[C:11]3[C:16](=[CH:17][CH:18]=1)[NH:15][C:14]([CH3:22])([CH3:21])[C:13](=[O:23])[NH:12]3)[C:9](=[O:24])[O:8]2.[C:25](=O)([O-])[O-].[Cs+].[Cs+].CI.O. Product: [CH3:1][O:2][C:3]1[CH:4]=[CH:5][CH:6]=[C:7]2[C:20]=1[C:19]1[C:10](=[C:11]3[C:16](=[CH:17][CH:18]=1)[NH:15][C:14]([CH3:22])([CH3:21])[C:13](=[O:23])[N:12]3[CH3:25])[C:9](=[O:24])[O:8]2. The catalyst class is: 3. (7) Reactant: [H-].[Na+].Cl.[NH2:4][C:5]([NH2:7])=[NH:6].[CH2:8]([O:10][C:11](=[O:32])[C:12]1([CH2:31][CH2:30][CH2:29][CH2:28]1)[NH:13][C:14]([C:16]1[CH:25]=[C:24]2[C:19]([C:20]([Cl:27])=[CH:21][N:22]=[C:23]2Cl)=[CH:18][CH:17]=1)=[O:15])[CH3:9]. Product: [CH2:8]([O:10][C:11](=[O:32])[C:12]1([CH2:31][CH2:30][CH2:29][CH2:28]1)[NH:13][C:14]([C:16]1[CH:25]=[C:24]2[C:19]([C:20]([Cl:27])=[CH:21][N:22]=[C:23]2[NH:6][C:5]([NH2:7])=[NH:4])=[CH:18][CH:17]=1)=[O:15])[CH3:9]. The catalyst class is: 218. (8) Reactant: [NH2:1][CH:2]([CH2:12][C:13]1[CH:18]=[CH:17][CH:16]=[C:15]([O:19][C:20]([F:25])([F:24])[CH:21]([F:23])[F:22])[CH:14]=1)[CH:3]([C:5]1[CH:10]=[CH:9][C:8]([F:11])=[CH:7][CH:6]=1)[OH:4].[CH2:26]([CH:28]([CH2:39][CH3:40])[CH2:29][C:30]1([C:36](O)=[O:37])[CH2:35][CH2:34][CH2:33][CH2:32][CH2:31]1)[CH3:27].O.ON1C2C=CC=CC=2N=N1.Cl.C(N=C=NCCCN(C)C)C. Product: [CH2:39]([CH:28]([CH2:26][CH3:27])[CH2:29][C:30]1([C:36]([NH:1][CH:2]([CH2:12][C:13]2[CH:18]=[CH:17][CH:16]=[C:15]([O:19][C:20]([F:25])([F:24])[CH:21]([F:23])[F:22])[CH:14]=2)[CH:3]([C:5]2[CH:10]=[CH:9][C:8]([F:11])=[CH:7][CH:6]=2)[OH:4])=[O:37])[CH2:35][CH2:34][CH2:33][CH2:32][CH2:31]1)[CH3:40]. The catalyst class is: 115. (9) Reactant: Br[CH:2]([C:6]1[CH:11]=[CH:10][CH:9]=[CH:8][CH:7]=1)[C:3]([OH:5])=[O:4].[NH2:12][C:13]1[CH:14]=[C:15]([CH:22]=[CH:23][CH:24]=1)[C:16]([O:18][CH2:19][CH:20]=[CH2:21])=[O:17].CCN(C(C)C)C(C)C. Product: [CH2:19]([O:18][C:16]([C:15]1[CH:14]=[C:13]([NH:12][CH:2]([C:6]2[CH:11]=[CH:10][CH:9]=[CH:8][CH:7]=2)[C:3]([OH:5])=[O:4])[CH:24]=[CH:23][CH:22]=1)=[O:17])[CH:20]=[CH2:21]. The catalyst class is: 10. (10) Reactant: [H-].[Na+].[N+:3]([C:6]1[CH:11]=[CH:10][C:9]([NH:12][C:13]2[CH:18]=[CH:17][C:16]([SH:19])=[CH:15][CH:14]=2)=[CH:8][CH:7]=1)([O-:5])=[O:4].Br[CH2:21][CH2:22][CH2:23][CH2:24][CH3:25]. Product: [N+:3]([C:6]1[CH:7]=[CH:8][C:9]([N:12]([CH2:21][CH2:22][CH2:23][CH2:24][CH3:25])[C:13]2[CH:18]=[CH:17][C:16]([SH:19])=[CH:15][CH:14]=2)=[CH:10][CH:11]=1)([O-:5])=[O:4]. The catalyst class is: 3.